This data is from Full USPTO retrosynthesis dataset with 1.9M reactions from patents (1976-2016). The task is: Predict the reactants needed to synthesize the given product. (1) Given the product [Cl:16][C:17]1[CH:18]=[C:19]([CH:23]=[CH:24][C:25]=1[O:26][C:2]1[CH:9]=[CH:8][CH:7]=[C:6]([C:10]2[CH:15]=[CH:14][N:13]=[CH:12][N:11]=2)[C:3]=1[C:4]#[N:5])[C:20]([OH:22])=[O:21], predict the reactants needed to synthesize it. The reactants are: F[C:2]1[CH:9]=[CH:8][CH:7]=[C:6]([C:10]2[CH:15]=[CH:14][N:13]=[CH:12][N:11]=2)[C:3]=1[C:4]#[N:5].[Cl:16][C:17]1[CH:18]=[C:19]([CH:23]=[CH:24][C:25]=1[OH:26])[C:20]([OH:22])=[O:21].C(=O)([O-])[O-].[K+].[K+].O. (2) Given the product [Cl:1][C:2]1[CH:3]=[CH:4][C:5]([CH2:8][CH2:9][N:10]2[CH2:15][CH2:14][N:13]([C:16]3[CH:21]=[CH:20][C:19]4[C:22]5[CH2:23][NH:24][CH2:25][CH2:26][CH2:27][C:28]=5[O:29][C:18]=4[CH:17]=3)[C:12](=[O:37])[CH2:11]2)=[N:6][CH:7]=1, predict the reactants needed to synthesize it. The reactants are: [Cl:1][C:2]1[CH:3]=[CH:4][C:5]([CH2:8][CH2:9][N:10]2[CH2:15][CH2:14][N:13]([C:16]3[CH:21]=[CH:20][C:19]4[C:22]5[CH2:23][N:24](C(OC(C)(C)C)=O)[CH2:25][CH2:26][CH2:27][C:28]=5[O:29][C:18]=4[CH:17]=3)[C:12](=[O:37])[CH2:11]2)=[N:6][CH:7]=1.Cl.CCOCC.C([O-])(O)=O.[Na+]. (3) Given the product [F:36][C:24]1[C:25]([C:27]2[CH:32]=[CH:31][C:30]([F:33])=[CH:29][C:28]=2[O:34][CH3:35])=[N:26][C:21]([NH:20][C:16]2[CH:17]=[CH:18][CH:19]=[C:14]([CH2:13][S:10]([CH3:12])(=[NH:9])=[O:11])[CH:15]=2)=[N:22][CH:23]=1, predict the reactants needed to synthesize it. The reactants are: C([O-])C.[Na+].C(OC(=O)[N:9]=[S:10]([CH2:13][C:14]1[CH:19]=[CH:18][CH:17]=[C:16]([NH:20][C:21]2[N:26]=[C:25]([C:27]3[CH:32]=[CH:31][C:30]([F:33])=[CH:29][C:28]=3[O:34][CH3:35])[C:24]([F:36])=[CH:23][N:22]=2)[CH:15]=1)([CH3:12])=[O:11])C.